This data is from Full USPTO retrosynthesis dataset with 1.9M reactions from patents (1976-2016). The task is: Predict the reactants needed to synthesize the given product. The reactants are: [CH2:1]([O:8][C:9]1[CH:13]=[C:12]([C:14](OC)=[O:15])[N:11]([C:18]2[CH:23]=[CH:22][CH:21]=[CH:20][CH:19]=2)[N:10]=1)[C:2]1[CH:7]=[CH:6][CH:5]=[CH:4][CH:3]=1.[H-].[Al+3].[Li+].[H-].[H-].[H-].O.O.O.O.O.O.O.O.O.O.[O-]S([O-])(=O)=O.[Na+].[Na+]. Given the product [CH2:1]([O:8][C:9]1[CH:13]=[C:12]([CH2:14][OH:15])[N:11]([C:18]2[CH:23]=[CH:22][CH:21]=[CH:20][CH:19]=2)[N:10]=1)[C:2]1[CH:3]=[CH:4][CH:5]=[CH:6][CH:7]=1, predict the reactants needed to synthesize it.